The task is: Predict the reaction yield, written as a fraction of the theoretical maximum amount of product (1.0 means a 100% yield; for example, 0.34 means a 34% yield).. This data is from Reaction yield outcomes from USPTO patents with 853,638 reactions. The reactants are ClC(N(C)C)=C(C)C.[C:9]([NH:17][C:18]([NH:20][C:21]1([C:38]2[CH:43]=[CH:42][CH:41]=[CH:40][CH:39]=2)[CH:25]([CH2:26]O)[CH2:24][N:23]([C:28]([O:30][CH2:31][C:32]2[CH:37]=[CH:36][CH:35]=[CH:34][CH:33]=2)=[O:29])[CH2:22]1)=[S:19])(=[O:16])[C:10]1[CH:15]=[CH:14][CH:13]=[CH:12][CH:11]=1.C(=O)([O-])O.[Na+]. The catalyst is ClCCl. The product is [C:9]([NH:17][C:18]1[S:19][CH2:26][CH:25]2[CH2:24][N:23]([C:28]([O:30][CH2:31][C:32]3[CH:37]=[CH:36][CH:35]=[CH:34][CH:33]=3)=[O:29])[CH2:22][C:21]2([C:38]2[CH:39]=[CH:40][CH:41]=[CH:42][CH:43]=2)[N:20]=1)(=[O:16])[C:10]1[CH:15]=[CH:14][CH:13]=[CH:12][CH:11]=1. The yield is 0.630.